Dataset: Full USPTO retrosynthesis dataset with 1.9M reactions from patents (1976-2016). Task: Predict the reactants needed to synthesize the given product. (1) Given the product [Br:1][C:2]1[CH:7]=[C:6]([N+:10]([O-:12])=[O:11])[C:5]([CH3:8])=[CH:4][C:3]=1[F:9], predict the reactants needed to synthesize it. The reactants are: [Br:1][C:2]1[CH:7]=[CH:6][C:5]([CH3:8])=[CH:4][C:3]=1[F:9].[N+:10]([O-])([O-:12])=[O:11].[K+]. (2) Given the product [CH2:1]([O:8][C:9]1[CH:18]=[C:17]2[C:12]([C:13]([O:19][C:29]3[CH:34]=[CH:33][C:32]([N+:35]([O-:37])=[O:36])=[CH:31][C:30]=3[F:38])=[CH:14][CH:15]=[N:16]2)=[CH:11][C:10]=1[O:20][CH3:21])[C:2]1[CH:7]=[CH:6][CH:5]=[CH:4][CH:3]=1, predict the reactants needed to synthesize it. The reactants are: [CH2:1]([O:8][C:9]1[CH:18]=[C:17]2[C:12]([C:13](=[O:19])[CH:14]=[CH:15][NH:16]2)=[CH:11][C:10]=1[O:20][CH3:21])[C:2]1[CH:7]=[CH:6][CH:5]=[CH:4][CH:3]=1.C(=O)([O-])[O-].[Cs+].[Cs+].F[C:29]1[CH:34]=[CH:33][C:32]([N+:35]([O-:37])=[O:36])=[CH:31][C:30]=1[F:38]. (3) Given the product [Cl:1][C:2]1[CH:3]=[C:4]([CH:9]=[CH:10][C:11]=1[N:12]1[CH2:17][CH:16]=[CH:15][CH2:14][O:13]1)[C:5]([O:7][CH3:8])=[O:6], predict the reactants needed to synthesize it. The reactants are: [Cl:1][C:2]1[CH:3]=[C:4]([CH:9]=[CH:10][C:11]=1[N:12]=[O:13])[C:5]([O:7][CH3:8])=[O:6].[CH2:14]=[CH:15][CH:16]=[CH2:17]. (4) The reactants are: CC([N:5]([C@@H:9]1[C@H:13]([OH:14])[CH2:12][N:11]([CH2:15][CH2:16][C:17]2[C:26]3[C:21](=[CH:22][CH:23]=[C:24]([O:27][CH3:28])[N:25]=3)[N:20]=[CH:19][CH:18]=2)[CH2:10]1)C(=O)[O-])(C)C.Cl.O1CCOCC1. Given the product [NH2:5][C@@H:9]1[CH2:10][N:11]([CH2:15][CH2:16][C:17]2[C:26]3[C:21](=[CH:22][CH:23]=[C:24]([O:27][CH3:28])[N:25]=3)[N:20]=[CH:19][CH:18]=2)[CH2:12][C@@H:13]1[OH:14], predict the reactants needed to synthesize it. (5) Given the product [Br:1][C:2]1[CH:3]=[C:4]2[C:9](=[CH:10][CH:11]=1)[N:8]=[CH:7][C:6]([N:23]1[CH2:27][CH2:26][CH2:25][C:24]1=[O:28])=[C:5]2[O:13][CH3:14], predict the reactants needed to synthesize it. The reactants are: [Br:1][C:2]1[CH:3]=[C:4]2[C:9](=[CH:10][CH:11]=1)[N:8]=[CH:7][C:6](I)=[C:5]2[O:13][CH3:14].P([O-])([O-])([O-])=O.[K+].[K+].[K+].[NH:23]1[CH2:27][CH2:26][CH2:25][C:24]1=[O:28].CNC(NC)C.